From a dataset of Catalyst prediction with 721,799 reactions and 888 catalyst types from USPTO. Predict which catalyst facilitates the given reaction. (1) Reactant: [N:1]([Si](C)(C)C)=[N+:2]=[N-:3].C[Si](C)(C)[O:10][CH2:11][C:12]1[CH:21]=[CH:20][C:15]([C:16]([O:18][CH3:19])=[O:17])=[CH:14][CH:13]=1.O=[CH:25][CH2:26][CH2:27][NH:28][C:29](=[O:34])[C:30]([F:33])([F:32])[F:31]. Product: [N:1]([CH:25]([O:10][CH2:11][C:12]1[CH:21]=[CH:20][C:15]([C:16]([O:18][CH3:19])=[O:17])=[CH:14][CH:13]=1)[CH2:26][CH2:27][NH:28][C:29](=[O:34])[C:30]([F:33])([F:32])[F:31])=[N+:2]=[N-:3]. The catalyst class is: 23. (2) Reactant: F[C:2]1[CH:3]=[C:4]([CH:7]=[CH:8][CH:9]=1)[C:5]#[N:6].[F:10][C:11]1[CH:12]=[C:13]([OH:17])[CH:14]=[CH:15][CH:16]=1.C(=O)([O-])[O-].[Cs+].[Cs+].Cl. Product: [F:10][C:11]1[CH:12]=[C:13]([O:17][C:2]2[CH:3]=[C:4]([CH:7]=[CH:8][CH:9]=2)[C:5]#[N:6])[CH:14]=[CH:15][CH:16]=1. The catalyst class is: 3. (3) Reactant: [Cl:1][C:2]1[CH:3]=[C:4]([CH:9]=[CH:10][C:11]([OH:13])=[O:12])[CH:5]=[C:6]([Cl:8])[CH:7]=1. Product: [Cl:1][C:2]1[CH:3]=[C:4]([CH2:9][CH2:10][C:11]([OH:13])=[O:12])[CH:5]=[C:6]([Cl:8])[CH:7]=1. The catalyst class is: 123. (4) The catalyst class is: 6. Product: [CH3:1][O:2][C:3]([C:5]1[CH:6]=[CH:7][C:8]([CH2:9][CH2:10][N:11]2[C:15](=[O:16])[CH2:14][CH2:13][C@@H:12]2[C:17]([OH:19])=[O:18])=[CH:24][CH:25]=1)=[O:4]. Reactant: [CH3:1][O:2][C:3]([C:5]1[CH:25]=[CH:24][C:8]([CH2:9][CH2:10][N:11]2[C:15](=[O:16])[CH2:14][CH2:13][C@@H:12]2[C:17]([O:19]C(C)(C)C)=[O:18])=[CH:7][CH:6]=1)=[O:4].FC(F)(F)C(O)=O. (5) Reactant: [N:1]12[CH2:8][CH2:7][CH:4]([CH2:5][CH2:6]1)[C:3](=O)[CH2:2]2.[CH2:10]([N:17]1[CH2:22][CH2:21][NH:20][CH2:19][CH2:18]1)[C:11]1[CH:16]=[CH:15][CH:14]=[CH:13][CH:12]=1.C([O-])([O-])=O.[K+].[K+]. Product: [CH2:10]([N:17]1[CH2:22][CH2:21][N:20]([CH:3]2[CH:4]3[CH2:7][CH2:8][N:1]([CH2:6][CH2:5]3)[CH2:2]2)[CH2:19][CH2:18]1)[C:11]1[CH:12]=[CH:13][CH:14]=[CH:15][CH:16]=1. The catalyst class is: 2. (6) Reactant: [Cl:1][C:2]1[N:7]=[C:6](Cl)[C:5]([CH3:9])=[CH:4][N:3]=1.[OH:10][C:11]1[CH:37]=[CH:36][CH:35]=[CH:34][C:12]=1[CH2:13][NH:14][C:15]([NH:17][C:18]1[N:22]([C:23]2[CH:28]=[CH:27][C:26]([CH3:29])=[CH:25][CH:24]=2)[N:21]=[C:20]([C:30]([CH3:33])([CH3:32])[CH3:31])[CH:19]=1)=[O:16].[OH-].[Na+].[Cl-].[NH4+]. Product: [Cl:1][C:2]1[N:7]=[C:6]([O:10][C:11]2[CH:37]=[CH:36][CH:35]=[CH:34][C:12]=2[CH2:13][NH:14][C:15]([NH:17][C:18]2[N:22]([C:23]3[CH:28]=[CH:27][C:26]([CH3:29])=[CH:25][CH:24]=3)[N:21]=[C:20]([C:30]([CH3:32])([CH3:33])[CH3:31])[CH:19]=2)=[O:16])[C:5]([CH3:9])=[CH:4][N:3]=1. The catalyst class is: 21. (7) Reactant: [CH:1]1([NH:4][C:5](=[O:33])[C:6]2[CH:11]=[CH:10][C:9]([CH3:12])=[C:8]([N:13]3[CH:18]=[CH:17][N:16]=[C:15]([N:19]4[CH2:23][CH2:22][CH2:21][CH:20]4[C:24]4[CH:29]=[CH:28][CH:27]=[CH:26][C:25]=4[O:30]C)[C:14]3=[O:32])[CH:7]=2)[CH2:3][CH2:2]1.B(Br)(Br)Br.O. Product: [CH:1]1([NH:4][C:5](=[O:33])[C:6]2[CH:11]=[CH:10][C:9]([CH3:12])=[C:8]([N:13]3[CH:18]=[CH:17][NH:16][CH:15]([N:19]4[CH2:23][CH2:22][CH2:21][CH:20]4[C:24]4[CH:29]=[CH:28][CH:27]=[CH:26][C:25]=4[OH:30])[C:14]3=[O:32])[CH:7]=2)[CH2:3][CH2:2]1. The catalyst class is: 2. (8) Reactant: C(OC([N:8]1[CH2:13][CH2:12][C:11]([CH2:21][NH:22][C:23](=[O:33])[CH2:24][C:25]2[CH:30]=[C:29]([F:31])[CH:28]=[C:27]([F:32])[CH:26]=2)([C:14]2[CH:19]=[CH:18][C:17]([I:20])=[CH:16][CH:15]=2)[CH2:10][CH2:9]1)=O)(C)(C)C.C(O)(C(F)(F)F)=O. Product: [F:31][C:29]1[CH:30]=[C:25]([CH2:24][C:23]([NH:22][CH2:21][C:11]2([C:14]3[CH:15]=[CH:16][C:17]([I:20])=[CH:18][CH:19]=3)[CH2:12][CH2:13][NH:8][CH2:9][CH2:10]2)=[O:33])[CH:26]=[C:27]([F:32])[CH:28]=1. The catalyst class is: 2.